Dataset: Acute oral toxicity (LD50) regression data from Zhu et al.. Task: Regression/Classification. Given a drug SMILES string, predict its toxicity properties. Task type varies by dataset: regression for continuous values (e.g., LD50, hERG inhibition percentage) or binary classification for toxic/non-toxic outcomes (e.g., AMES mutagenicity, cardiotoxicity, hepatotoxicity). Dataset: ld50_zhu. (1) The drug is c1coc(COCc2ccco2)c1. The rat oral LD50 is 2.93, given as -log10 of the dose in mol/kg body weight (higher means more acutely toxic). (2) The drug is CCN(CC)CCCl. The rat oral LD50 is 3.90, given as -log10 of the dose in mol/kg body weight (higher means more acutely toxic). (3) The drug is COCCc1ccccc1. The rat oral LD50 is 1.52, given as -log10 of the dose in mol/kg body weight (higher means more acutely toxic). (4) The molecule is O=C(O)C1CSCN1. The rat oral LD50 is 2.18, given as -log10 of the dose in mol/kg body weight (higher means more acutely toxic). (5) The drug is C=CCN(CC=C)C(=O)CCl. The rat oral LD50 is 2.40, given as -log10 of the dose in mol/kg body weight (higher means more acutely toxic). (6) The molecule is CCN(CC)c1cccc(OC(=O)NC)c1. The rat oral LD50 is 3.39, given as -log10 of the dose in mol/kg body weight (higher means more acutely toxic). (7) The drug is CC(C)(C)NCC(O)COc1cccc2c1CC(O)C(O)C2. The rat oral LD50 is 1.77, given as -log10 of the dose in mol/kg body weight (higher means more acutely toxic).